From a dataset of Catalyst prediction with 721,799 reactions and 888 catalyst types from USPTO. Predict which catalyst facilitates the given reaction. (1) Reactant: [CH3:1][C:2]1[CH:7]=[CH:6][N:5]=[C:4]([NH:8][C:9](=[O:33])[C:10]2[CH:15]=[CH:14][C:13]([O:16][C:17]3[CH:22]=[CH:21][N:20]=[C:19]4[NH:23][N:24]=[C:25]([NH:26][C@@H:27]5[CH2:32][CH2:31][CH2:30][NH:29][CH2:28]5)[C:18]=34)=[CH:12][CH:11]=2)[CH:3]=1.[CH3:34][C:35]1([C:39](O)=[O:40])[CH2:38][O:37][CH2:36]1.CCN(C(C)C)C(C)C. Product: [CH3:34][C:35]1([C:39]([N:29]2[CH2:30][CH2:31][CH2:32][C@@H:27]([NH:26][C:25]3[C:18]4[C:19](=[N:20][CH:21]=[CH:22][C:17]=4[O:16][C:13]4[CH:12]=[CH:11][C:10]([C:9]([NH:8][C:4]5[CH:3]=[C:2]([CH3:1])[CH:7]=[CH:6][N:5]=5)=[O:33])=[CH:15][CH:14]=4)[NH:23][N:24]=3)[CH2:28]2)=[O:40])[CH2:38][O:37][CH2:36]1. The catalyst class is: 3. (2) Reactant: [CH3:1][C:2]([CH3:29])=[CH:3][CH2:4][C:5]1[C:6]([OH:28])=[CH:7][C:8]2[O:27][C:15]3[CH:16]=[C:17]([OH:26])[C:18]([OH:25])=[C:19]([CH2:20][CH:21]=[C:22]([CH3:24])[CH3:23])[C:14]=3[C:12](=[O:13])[C:9]=2[C:10]=1[OH:11].[C-:30]#N.[Na+]. Product: [CH3:1][C:2]([CH3:29])=[CH:3][CH2:4][C:5]1[C:10]([OH:11])=[C:9]2[C:12]([C:14]3[C:15]([O:27][C:8]2=[CH:7][C:6]=1[OH:28])=[CH:16][C:17]([OH:26])=[C:18]([O:25][CH3:30])[C:19]=3[CH2:20][CH:21]=[C:22]([CH3:23])[CH3:24])=[O:13]. The catalyst class is: 16. (3) Reactant: [Si]([O:8][CH:9]1[C:17]2[C:12](=[C:13]([C:18]3[O:22][C:21]([C:23]4[CH:24]=[CH:25][C:26]([O:31][CH:32]([CH3:34])[CH3:33])=[C:27]([CH:30]=4)[C:28]#[N:29])=[N:20][CH:19]=3)[CH:14]=[CH:15][CH:16]=2)[CH2:11][CH2:10]1)(C(C)(C)C)(C)C.[F-].C([N+](CCCC)(CCCC)CCCC)CCC. Product: [OH:8][CH:9]1[C:17]2[C:12](=[C:13]([C:18]3[O:22][C:21]([C:23]4[CH:24]=[CH:25][C:26]([O:31][CH:32]([CH3:34])[CH3:33])=[C:27]([CH:30]=4)[C:28]#[N:29])=[N:20][CH:19]=3)[CH:14]=[CH:15][CH:16]=2)[CH2:11][CH2:10]1. The catalyst class is: 1. (4) Reactant: [CH2:1]([O:8][C:9](=[O:29])[CH:10]([O:26][CH2:27][CH3:28])[CH2:11][C:12]1[CH:17]=[CH:16][C:15]([OH:18])=[C:14]([CH2:19][C:20]2[CH:25]=[CH:24][CH:23]=[CH:22][CH:21]=2)[CH:13]=1)[C:2]1[CH:7]=[CH:6][CH:5]=[CH:4][CH:3]=1.[CH3:30][C:31]1[O:35][C:34]([C:36]2[CH:41]=[CH:40][CH:39]=[CH:38][CH:37]=2)=[N:33][C:32]=1[CH2:42][C:43](O)=[O:44].C(Cl)Cl. Product: [CH2:1]([O:8][C:9](=[O:29])[CH:10]([O:26][CH2:27][CH3:28])[CH2:11][C:12]1[CH:17]=[CH:16][C:15]([O:18][C:43](=[O:44])[CH2:42][C:32]2[N:33]=[C:34]([C:36]3[CH:41]=[CH:40][CH:39]=[CH:38][CH:37]=3)[O:35][C:31]=2[CH3:30])=[C:14]([CH2:19][C:20]2[CH:21]=[CH:22][CH:23]=[CH:24][CH:25]=2)[CH:13]=1)[C:2]1[CH:7]=[CH:6][CH:5]=[CH:4][CH:3]=1. The catalyst class is: 243. (5) Reactant: [NH2:1][CH2:2][C:3]1[CH:4]=[C:5]([C:14]([O:16][CH2:17][CH3:18])=[O:15])[CH:6]=[C:7]([CH:13]=1)[C:8]([O:10][CH2:11][CH3:12])=[O:9].CCN(CC)CC.[CH3:26][S:27](Cl)(=[O:29])=[O:28]. Product: [CH3:26][S:27]([NH:1][CH2:2][C:3]1[CH:13]=[C:7]([C:8]([O:10][CH2:11][CH3:12])=[O:9])[CH:6]=[C:5]([CH:4]=1)[C:14]([O:16][CH2:17][CH3:18])=[O:15])(=[O:29])=[O:28]. The catalyst class is: 2. (6) Reactant: Cl.[CH3:2][NH:3][OH:4].[CH3:5][O-:6].[Na+].[Br:8][C:9]1[CH:10]=[C:11]2C(=[CH:17][CH:18]=1)O[CH:14]([CH:19]1[CH2:24][CH2:23][CH2:22][O:21][CH2:20]1)[CH2:13]/[C:12]/2=[N:25]\[C:26]#[N:27]. Product: [Br:8][C:9]1[CH:10]=[C:11]2[C:12]3([O:4][N:3]([CH3:2])[C:26]([NH2:27])=[N:25]3)[CH2:13][CH:14]([CH:19]3[CH2:24][CH2:23][CH2:22][O:21][CH2:20]3)[O:6][C:5]2=[CH:17][CH:18]=1. The catalyst class is: 5. (7) Reactant: [NH:1]1[CH:5]=[CH:4][N:3]=[CH:2]1.[O:6]1[CH2:10][CH2:9][CH2:8][C@@H:7]1[C:11](Cl)=[O:12]. Product: [N:1]1([C:11]([C@H:7]2[CH2:8][CH2:9][CH2:10][O:6]2)=[O:12])[CH:5]=[CH:4][N:3]=[CH:2]1. The catalyst class is: 22.